Dataset: hERG potassium channel inhibition data for cardiac toxicity prediction from Karim et al.. Task: Regression/Classification. Given a drug SMILES string, predict its toxicity properties. Task type varies by dataset: regression for continuous values (e.g., LD50, hERG inhibition percentage) or binary classification for toxic/non-toxic outcomes (e.g., AMES mutagenicity, cardiotoxicity, hepatotoxicity). Dataset: herg_karim. (1) The molecule is COC[C@H]1CCCN1CCn1ncc2cc(-n3ccc(OCc4ccccc4)cc3=O)ccc21. The result is 1 (blocker). (2) The compound is CC[C@H]1OC(=O)[C@H](C)[C@@H](O[C@H]2C[C@@](C)(OC)[C@@H](O)[C@H](C)O2)[C@H](C)[C@@H](O[C@@H]2O[C@H](C)C[C@H](NC)[C@H]2O)[C@](C)(O)C[C@@H](C)C(=O)[C@H](C)[C@@H](O)[C@]1(C)O. The result is 0 (non-blocker).